This data is from NCI-60 drug combinations with 297,098 pairs across 59 cell lines. The task is: Regression. Given two drug SMILES strings and cell line genomic features, predict the synergy score measuring deviation from expected non-interaction effect. Drug 1: CC=C1C(=O)NC(C(=O)OC2CC(=O)NC(C(=O)NC(CSSCCC=C2)C(=O)N1)C(C)C)C(C)C. Drug 2: CC1CCC2CC(C(=CC=CC=CC(CC(C(=O)C(C(C(=CC(C(=O)CC(OC(=O)C3CCCCN3C(=O)C(=O)C1(O2)O)C(C)CC4CCC(C(C4)OC)OCCO)C)C)O)OC)C)C)C)OC. Cell line: UACC-257. Synergy scores: CSS=45.7, Synergy_ZIP=-2.59, Synergy_Bliss=-3.18, Synergy_Loewe=-46.1, Synergy_HSA=-2.53.